This data is from Catalyst prediction with 721,799 reactions and 888 catalyst types from USPTO. The task is: Predict which catalyst facilitates the given reaction. Reactant: [CH2:1]([NH:3][C:4]([NH:6][C:7]1[S:8][C:9]2[CH:15]=[C:14]([O:16][CH3:17])[CH:13]=[CH:12][C:10]=2[N:11]=1)=[O:5])[CH3:2].[Br:18]Br. Product: [Br:18][C:13]1[C:14]([O:16][CH3:17])=[CH:15][C:9]2[S:8][C:7]([NH:6][C:4]([NH:3][CH2:1][CH3:2])=[O:5])=[N:11][C:10]=2[CH:12]=1. The catalyst class is: 61.